From a dataset of Reaction yield outcomes from USPTO patents with 853,638 reactions. Predict the reaction yield, written as a fraction of the theoretical maximum amount of product (1.0 means a 100% yield; for example, 0.34 means a 34% yield). (1) The reactants are CC([N:5]([CH2:9][C:10]1[C:11](=[O:20])[NH:12][C:13]([CH:17]2[CH2:19][CH2:18]2)=[CH:14][C:15]=1[CH3:16])C(=O)[O-])(C)C.CCOC(C)=O.[ClH:27].O1CCOCC1. The catalyst is CO. The product is [ClH:27].[NH2:5][CH2:9][C:10]1[C:11](=[O:20])[NH:12][C:13]([CH:17]2[CH2:18][CH2:19]2)=[CH:14][C:15]=1[CH3:16]. The yield is 1.00. (2) The reactants are [C:1]([O:4][CH:5]1[C:9]2=[N:10][CH:11]=[C:12]([NH2:28])[C:13]([N:14]3[CH2:19][CH2:18][CH2:17][C@H:16]([NH:20][C:21]([O:23][C:24]([CH3:27])([CH3:26])[CH3:25])=[O:22])[CH2:15]3)=[C:8]2[CH2:7][CH2:6]1)(=[O:3])[CH3:2].[F:29][C:30]1[CH:35]=[C:34]([S:36]([CH3:38])=[O:37])[CH:33]=[C:32]([F:39])[C:31]=1[C:40]1[N:45]=[C:44]([C:46](O)=[O:47])[CH:43]=[CH:42][C:41]=1[F:49].CN(C(ON1N=NC2C=CC=NC1=2)=[N+](C)C)C.F[P-](F)(F)(F)(F)F.CCN(C(C)C)C(C)C. The catalyst is CN(C=O)C. The product is [C:1]([O:4][CH:5]1[C:9]2=[N:10][CH:11]=[C:12]([NH:28][C:46]([C:44]3[CH:43]=[CH:42][C:41]([F:49])=[C:40]([C:31]4[C:32]([F:39])=[CH:33][C:34]([S:36]([CH3:38])=[O:37])=[CH:35][C:30]=4[F:29])[N:45]=3)=[O:47])[C:13]([N:14]3[CH2:19][CH2:18][CH2:17][C@H:16]([NH:20][C:21]([O:23][C:24]([CH3:27])([CH3:26])[CH3:25])=[O:22])[CH2:15]3)=[C:8]2[CH2:7][CH2:6]1)(=[O:3])[CH3:2]. The yield is 0.140.